Dataset: NCI-60 drug combinations with 297,098 pairs across 59 cell lines. Task: Regression. Given two drug SMILES strings and cell line genomic features, predict the synergy score measuring deviation from expected non-interaction effect. Synergy scores: CSS=28.5, Synergy_ZIP=2.10, Synergy_Bliss=2.02, Synergy_Loewe=-22.7, Synergy_HSA=-4.47. Drug 2: CC=C1C(=O)NC(C(=O)OC2CC(=O)NC(C(=O)NC(CSSCCC=C2)C(=O)N1)C(C)C)C(C)C. Drug 1: CCCS(=O)(=O)NC1=C(C(=C(C=C1)F)C(=O)C2=CNC3=C2C=C(C=N3)C4=CC=C(C=C4)Cl)F. Cell line: HL-60(TB).